Predict the reactants needed to synthesize the given product. From a dataset of Full USPTO retrosynthesis dataset with 1.9M reactions from patents (1976-2016). (1) Given the product [CH:1]1([NH:4][C:5]([CH:7]2[CH2:10][CH:9]([CH2:11][CH:12]([CH3:14])[CH3:13])[CH2:8]2)=[S:24])[CH2:3][CH2:2]1, predict the reactants needed to synthesize it. The reactants are: [CH:1]1([NH:4][C:5]([CH:7]2[CH2:10][CH:9]([CH2:11][CH:12]([CH3:14])[CH3:13])[CH2:8]2)=O)[CH2:3][CH2:2]1.COC1C=CC(P2(SP(C3C=CC(OC)=CC=3)(=S)S2)=[S:24])=CC=1. (2) Given the product [CH3:27][O:28][C:29](=[O:38])[C:30]1[CH:35]=[C:34]([Cl:36])[C:33]([O:8][C:6]2[CH:5]=[CH:4][C:3]([CH:9]([CH3:26])[C:10]([C:16]3[CH:17]=[C:18]([CH3:25])[C:19]([C:20]#[N:21])=[C:22]([CH3:24])[CH:23]=3)([OH:15])[C:11]([F:14])([F:12])[F:13])=[C:2]([Cl:1])[CH:7]=2)=[N:32][CH:31]=1, predict the reactants needed to synthesize it. The reactants are: [Cl:1][C:2]1[CH:7]=[C:6]([OH:8])[CH:5]=[CH:4][C:3]=1[CH:9]([CH3:26])[C:10]([C:16]1[CH:23]=[C:22]([CH3:24])[C:19]([C:20]#[N:21])=[C:18]([CH3:25])[CH:17]=1)([OH:15])[C:11]([F:14])([F:13])[F:12].[CH3:27][O:28][C:29](=[O:38])[C:30]1[CH:35]=[C:34]([Cl:36])[C:33](Cl)=[N:32][CH:31]=1.C(=O)([O-])[O-].[Cs+].[Cs+]. (3) Given the product [CH3:12][O:13][C:2]1[C:7]([CH3:8])=[C:6]([O:16][CH3:15])[N:5]=[C:4]([S:10][CH3:11])[N:3]=1, predict the reactants needed to synthesize it. The reactants are: Cl[C:2]1[C:7]([CH3:8])=[C:6](Cl)[N:5]=[C:4]([S:10][CH3:11])[N:3]=1.[CH3:12][O-:13].[Na+].[CH3:15][OH:16]. (4) Given the product [NH2:1][C:2]1[NH:3][C:4](=[O:22])[C:5]2[C:10]([CH3:11])=[CH:9][N:8]([C@@H:12]3[O:18][C@H:17]([CH2:19][OH:20])[C@@H:15]([OH:16])[C@@H:13]3[OH:14])[C:6]=2[N:7]=1, predict the reactants needed to synthesize it. The reactants are: [NH2:1][C:2]1[N:3]=[C:4](Cl)[C:5]2[C:10]([CH3:11])=[CH:9][N:8]([C@@H:12]3[O:18][C@H:17]([CH2:19][OH:20])[C@@H:15]([OH:16])[C@@H:13]3[OH:14])[C:6]=2[N:7]=1.[OH-:22].[Na+].Cl. (5) Given the product [FH:11].[F-:11].[CH3:2][O:3][CH2:4][N+:5]1([CH3:10])[CH2:9][CH2:8][CH2:7][CH2:6]1, predict the reactants needed to synthesize it. The reactants are: [Cl-].[CH3:2][O:3][CH2:4][N+:5]1([CH3:10])[CH2:9][CH2:8][CH2:7][CH2:6]1.[FH:11]. (6) Given the product [NH2:16][C:4]1[CH:3]=[C:2]([CH3:1])[CH:15]=[CH:14][C:5]=1[O:6][C:7]1[CH:8]=[CH:9][C:10]([OH:13])=[CH:11][CH:12]=1, predict the reactants needed to synthesize it. The reactants are: [CH3:1][C:2]1[CH:15]=[CH:14][C:5]([O:6][C:7]2[CH:12]=[CH:11][C:10]([OH:13])=[CH:9][CH:8]=2)=[C:4]([N+:16]([O-])=O)[CH:3]=1.Cl[Sn]Cl. (7) Given the product [N:11]1([CH2:17][CH2:18][NH:19][C:2]2[CH:7]=[CH:6][CH:5]=[C:4]([N+:8]([O-:10])=[O:9])[CH:3]=2)[CH2:16][CH2:15][O:14][CH2:13][CH2:12]1, predict the reactants needed to synthesize it. The reactants are: Br[C:2]1[CH:7]=[CH:6][CH:5]=[C:4]([N+:8]([O-:10])=[O:9])[CH:3]=1.[N:11]1([CH2:17][CH2:18][NH2:19])[CH2:16][CH2:15][O:14][CH2:13][CH2:12]1. (8) Given the product [CH3:1][N:2]1[C:10]([CH2:11][N:29]2[CH2:30][CH:31]([C:33]([N:35]3[CH2:36][CH2:37][CH2:38][CH2:39]3)=[O:34])[CH2:32]2)=[N:9][C:8]2[C:3]1=[N:4][C:5]([N:19]1[C:23]3[CH:24]=[CH:25][CH:26]=[CH:27][C:22]=3[N:21]=[C:20]1[CH3:28])=[N:6][C:7]=2[N:13]1[CH2:14][CH2:15][O:16][CH2:17][CH2:18]1, predict the reactants needed to synthesize it. The reactants are: [CH3:1][N:2]1[C:10]([CH:11]=O)=[N:9][C:8]2[C:3]1=[N:4][C:5]([N:19]1[C:23]3[CH:24]=[CH:25][CH:26]=[CH:27][C:22]=3[N:21]=[C:20]1[CH3:28])=[N:6][C:7]=2[N:13]1[CH2:18][CH2:17][O:16][CH2:15][CH2:14]1.[NH:29]1[CH2:32][CH:31]([C:33]([N:35]2[CH2:39][CH2:38][CH2:37][CH2:36]2)=[O:34])[CH2:30]1.C(O[BH-](OC(=O)C)OC(=O)C)(=O)C.[Na+].